From a dataset of Retrosynthesis with 50K atom-mapped reactions and 10 reaction types from USPTO. Predict the reactants needed to synthesize the given product. (1) Given the product COC(=O)c1ccc(COc2cc(Cl)ccc2-c2nc3cc(F)c(F)cc3n2Cc2ccccc2)cc1, predict the reactants needed to synthesize it. The reactants are: COC(=O)c1ccc(CBr)cc1.Oc1cc(Cl)ccc1-c1nc2cc(F)c(F)cc2n1Cc1ccccc1. (2) Given the product COc1cccc([C@@H](C)NCc2ccc(OC)c(-c3ccc4c(ccn4C)c3)c2)c1, predict the reactants needed to synthesize it. The reactants are: COc1ccc(C=O)cc1-c1ccc2c(ccn2C)c1.COc1cccc([C@@H](C)N)c1.